The task is: Regression. Given two drug SMILES strings and cell line genomic features, predict the synergy score measuring deviation from expected non-interaction effect.. This data is from NCI-60 drug combinations with 297,098 pairs across 59 cell lines. (1) Drug 1: C1=CC(=CC=C1CCCC(=O)O)N(CCCl)CCCl. Drug 2: CCC(=C(C1=CC=CC=C1)C2=CC=C(C=C2)OCCN(C)C)C3=CC=CC=C3.C(C(=O)O)C(CC(=O)O)(C(=O)O)O. Cell line: RXF 393. Synergy scores: CSS=5.26, Synergy_ZIP=-5.40, Synergy_Bliss=-4.07, Synergy_Loewe=-7.01, Synergy_HSA=-5.68. (2) Drug 1: CCC1(CC2CC(C3=C(CCN(C2)C1)C4=CC=CC=C4N3)(C5=C(C=C6C(=C5)C78CCN9C7C(C=CC9)(C(C(C8N6C=O)(C(=O)OC)O)OC(=O)C)CC)OC)C(=O)OC)O.OS(=O)(=O)O. Drug 2: C1CNP(=O)(OC1)N(CCCl)CCCl. Cell line: NCI-H322M. Synergy scores: CSS=3.23, Synergy_ZIP=-0.0986, Synergy_Bliss=2.66, Synergy_Loewe=1.08, Synergy_HSA=1.58. (3) Drug 1: CN(C)N=NC1=C(NC=N1)C(=O)N. Drug 2: C1=CN(C=N1)CC(O)(P(=O)(O)O)P(=O)(O)O. Cell line: IGROV1. Synergy scores: CSS=10.5, Synergy_ZIP=-6.10, Synergy_Bliss=-2.21, Synergy_Loewe=-17.7, Synergy_HSA=-0.866.